This data is from Peptide-MHC class I binding affinity with 185,985 pairs from IEDB/IMGT. The task is: Regression. Given a peptide amino acid sequence and an MHC pseudo amino acid sequence, predict their binding affinity value. This is MHC class I binding data. The peptide sequence is TYLQSLASL. The MHC is HLA-B15:42 with pseudo-sequence HLA-B15:42. The binding affinity (normalized) is 0.213.